Dataset: Forward reaction prediction with 1.9M reactions from USPTO patents (1976-2016). Task: Predict the product of the given reaction. Given the reactants [F:1][C:2]1[CH:3]=[C:4]([C:12](=[O:14])[CH3:13])[CH:5]=[C:6]([C:8]([F:11])([F:10])[F:9])[CH:7]=1.[BH4-].[Na+], predict the reaction product. The product is: [F:1][C:2]1[CH:3]=[C:4]([CH:12]([OH:14])[CH3:13])[CH:5]=[C:6]([C:8]([F:10])([F:11])[F:9])[CH:7]=1.